This data is from Full USPTO retrosynthesis dataset with 1.9M reactions from patents (1976-2016). The task is: Predict the reactants needed to synthesize the given product. (1) Given the product [CH2:1]([O:8][C:9]1[CH:10]=[C:11]([S:15][C:16]2[CH:21]=[CH:20][C:19]([C:22]3[S:26][C:25]([C@@:27]4([CH3:41])[CH2:31][O:30][C:29]([CH3:33])([CH3:32])[N:28]4[C:34]([O:36][C:37]([CH3:40])([CH3:39])[CH3:38])=[O:35])=[N:24][N:23]=3)=[C:18]([Cl:88])[CH:17]=2)[CH:12]=[CH:13][CH:14]=1)[C:2]1[CH:7]=[CH:6][CH:5]=[CH:4][CH:3]=1, predict the reactants needed to synthesize it. The reactants are: [CH2:1]([O:8][C:9]1[CH:10]=[C:11]([S:15][C:16]2[CH:21]=[CH:20][C:19]([C:22]3[S:26][C:25]([C@@:27]4([CH3:41])[CH2:31][O:30][C:29]([CH3:33])([CH3:32])[N:28]4[C:34]([O:36][C:37]([CH3:40])([CH3:39])[CH3:38])=[O:35])=[N:24][N:23]=3)=[CH:18][C:17]=2C(F)(F)F)[CH:12]=[CH:13][CH:14]=1)[C:2]1[CH:7]=[CH:6][CH:5]=[CH:4][CH:3]=1.C(OC1C=C(SC2C=CC(C(NNC([C@@]3(C)COC(C)(C)N3C(OC(C)(C)C)=O)=O)=O)=C([Cl:88])C=2)C=CC=1)C1C=CC=CC=1. (2) The reactants are: [C:1]([Si:5]([CH3:38])([CH3:37])[O:6][C:7]1[CH:12]=[CH:11][C:10]([C:13]([C:18]2[CH:23]=[CH:22][C:21]([C:24]#[C:25][C:26]([C:28]3([CH3:34])[CH2:33][CH2:32][CH2:31][CH2:30][CH2:29]3)=[O:27])=[C:20]([CH3:35])[CH:19]=2)([CH2:16][CH3:17])[CH2:14][CH3:15])=[CH:9][C:8]=1[CH3:36])([CH3:4])([CH3:3])[CH3:2].[BH4-].[Na+].C(OCC)(=O)C. Given the product [C:1]([Si:5]([CH3:37])([CH3:38])[O:6][C:7]1[CH:12]=[CH:11][C:10]([C:13]([C:18]2[CH:23]=[CH:22][C:21]([C:24]#[C:25][CH:26]([C:28]3([CH3:34])[CH2:29][CH2:30][CH2:31][CH2:32][CH2:33]3)[OH:27])=[C:20]([CH3:35])[CH:19]=2)([CH2:14][CH3:15])[CH2:16][CH3:17])=[CH:9][C:8]=1[CH3:36])([CH3:2])([CH3:4])[CH3:3], predict the reactants needed to synthesize it. (3) The reactants are: [CH3:1][N:2]1[CH2:7][CH2:6][N:5]([C@@H:8]2[CH2:13][CH2:12][CH2:11][C@H:10]([NH:14][C:15](=O)OCC3C=CC=CC=3)[CH2:9]2)[CH2:4][CH2:3]1.[H-].[H-].[H-].[H-].[Li+].[Al+3].[OH-].[Na+]. Given the product [CH3:15][NH:14][C@H:10]1[CH2:11][CH2:12][CH2:13][C@@H:8]([N:5]2[CH2:4][CH2:3][N:2]([CH3:1])[CH2:7][CH2:6]2)[CH2:9]1, predict the reactants needed to synthesize it. (4) Given the product [F:1][C:2]([F:25])([C:6]([F:24])([F:23])[C:7]([F:22])([F:21])[C:8]([F:20])([F:19])[C:9]([F:18])([F:17])[C:10]([F:16])([F:15])[C:11]([F:14])([F:13])[F:12])[C:3]([O:26][C:27]1[CH:28]=[CH:29][C:30]([C:31]2[CH:32]=[CH:33][C:34]([C:37]3[C:50]4[C:45](=[CH:46][CH:47]=[CH:48][CH:49]=4)[C:44]4[CH:43]=[CH:42][C:41]([C:62]5[CH:63]=[CH:64][CH:65]=[CH:66][CH:67]=5)([C:51]5[CH:56]=[CH:55][C:54]([N:57]6[CH2:61][CH2:60][CH2:59][CH2:58]6)=[CH:53][CH:52]=5)[O:40][C:39]=4[CH:38]=3)=[CH:35][CH:36]=2)=[CH:68][CH:69]=1)=[O:4], predict the reactants needed to synthesize it. The reactants are: [F:1][C:2]([F:25])([C:6]([F:24])([F:23])[C:7]([F:22])([F:21])[C:8]([F:20])([F:19])[C:9]([F:18])([F:17])[C:10]([F:16])([F:15])[C:11]([F:14])([F:13])[F:12])[C:3](Cl)=[O:4].[OH:26][C:27]1[CH:69]=[CH:68][C:30]([C:31]2[CH:36]=[CH:35][C:34]([C:37]3[C:50]4[C:45](=[CH:46][CH:47]=[CH:48][CH:49]=4)[C:44]4[CH:43]=[CH:42][C:41]([C:62]5[CH:67]=[CH:66][CH:65]=[CH:64][CH:63]=5)([C:51]5[CH:56]=[CH:55][C:54]([N:57]6[CH2:61][CH2:60][CH2:59][CH2:58]6)=[CH:53][CH:52]=5)[O:40][C:39]=4[CH:38]=3)=[CH:33][CH:32]=2)=[CH:29][CH:28]=1.N1C=CC=CC=1.Cl. (5) Given the product [C:1]([O:5][C@@H:6]([C:11]1[C:40]([CH3:41])=[CH:39][C:38]2=[N:42][C:35]3=[CH:36][N:37]2[C:12]=1[N:13]1[CH2:14][CH2:15][C:16]([CH3:49])([O:17][CH2:18][CH2:19][CH2:20][CH2:21][C@H:22]([CH3:46])[O:23][C:24]2[CH:25]=[C:26]([F:45])[CH:27]=[C:28]([F:44])[C:29]=2[C:30]2[CH:43]=[C:34]3[CH:33]=[CH:32][CH:31]=2)[CH2:47][CH2:48]1)[C:7]([OH:9])=[O:8])([CH3:4])([CH3:2])[CH3:3], predict the reactants needed to synthesize it. The reactants are: [C:1]([O:5][C@@H:6]([C:11]1[C:40]([CH3:41])=[CH:39][C:38]2=[N:42][C:35]3=[CH:36][N:37]2[C:12]=1[N:13]1[CH2:48][CH2:47][C:16]([CH3:49])([O:17][CH2:18][CH2:19][CH2:20][CH2:21][C@H:22]([CH3:46])[O:23][C:24]2[CH:25]=[C:26]([F:45])[CH:27]=[C:28]([F:44])[C:29]=2[C:30]2[CH:43]=[C:34]3[CH:33]=[CH:32][CH:31]=2)[CH2:15][CH2:14]1)[C:7]([O:9]C)=[O:8])([CH3:4])([CH3:3])[CH3:2].C(O[C@@H](C1C(C)=CC2=NC3=CN2C=1N1CCC(C)(OCCCC[C@H](C)OC2C=CC(C)=CC=2C2C=C3C=CC=2)CC1)C(O)=O)(C)(C)C. (6) Given the product [CH3:26][O:25][C:18]1[CH:19]=[C:20]([O:23][CH3:24])[CH:21]=[CH:22][C:17]=1[CH2:16][N:10]1[C:9](=[O:27])[C:8]2[CH:7]=[N:6][C:5]([C:3]([NH:28][CH2:29][CH2:30][C:31]([OH:33])=[O:32])=[O:4])=[C:14]([OH:15])[C:13]=2[CH:12]=[CH:11]1, predict the reactants needed to synthesize it. The reactants are: CO[C:3]([C:5]1[N:6]=[CH:7][C:8]2[C:9](=[O:27])[N:10]([CH2:16][C:17]3[CH:22]=[CH:21][C:20]([O:23][CH3:24])=[CH:19][C:18]=3[O:25][CH3:26])[CH:11]=[CH:12][C:13]=2[C:14]=1[OH:15])=[O:4].[NH2:28][CH2:29][CH2:30][C:31]([OH:33])=[O:32].C[O-].[Na+]. (7) Given the product [Cl:1][C:2]1[CH:7]=[CH:6][C:5]([N:8]([CH2:22][CH2:23][OH:24])[S:9]([C:12]2[CH:17]=[CH:16][C:15]([O:18][CH3:19])=[C:14]([O:20][CH3:21])[CH:13]=2)(=[O:11])=[O:10])=[C:4]([CH:31]([C:33]2[CH:38]=[CH:37][CH:36]=[CH:35][C:34]=2[Cl:39])[OH:32])[CH:3]=1, predict the reactants needed to synthesize it. The reactants are: [Cl:1][C:2]1[CH:7]=[CH:6][C:5]([N:8]([CH2:22][CH2:23][O:24]C2CCCCO2)[S:9]([C:12]2[CH:17]=[CH:16][C:15]([O:18][CH3:19])=[C:14]([O:20][CH3:21])[CH:13]=2)(=[O:11])=[O:10])=[C:4]([CH:31]([C:33]2[CH:38]=[CH:37][CH:36]=[CH:35][C:34]=2[Cl:39])[OH:32])[CH:3]=1.C(O)(=O)C.O.